This data is from TCR-epitope binding with 47,182 pairs between 192 epitopes and 23,139 TCRs. The task is: Binary Classification. Given a T-cell receptor sequence (or CDR3 region) and an epitope sequence, predict whether binding occurs between them. (1) The epitope is FVDGVPFVV. The TCR CDR3 sequence is CASSLAGGKDTQYF. Result: 1 (the TCR binds to the epitope). (2) The epitope is GTSGSPIVNR. The TCR CDR3 sequence is CASSQSGDRGEEQFF. Result: 1 (the TCR binds to the epitope). (3) Result: 0 (the TCR does not bind to the epitope). The epitope is HPKVSSEVHI. The TCR CDR3 sequence is CASSLDLGSTEAFF. (4) The epitope is LEPLVDLPI. The TCR CDR3 sequence is CASSQVTQSYNEQFF. Result: 1 (the TCR binds to the epitope). (5) The epitope is FVRATATIPI. The TCR CDR3 sequence is CASSFRGREQYF. Result: 0 (the TCR does not bind to the epitope). (6) The epitope is ARMILMTHF. The TCR CDR3 sequence is CATSALNEQFF. Result: 0 (the TCR does not bind to the epitope). (7) The epitope is KLGGALQAK. The TCR CDR3 sequence is CASSMDSTDTQYF. Result: 1 (the TCR binds to the epitope). (8) The epitope is YFPLQSYGF. The TCR CDR3 sequence is CASSQGLPQIYEQYF. Result: 1 (the TCR binds to the epitope). (9) The epitope is KRWIIMGLNK. The TCR CDR3 sequence is CASSLAWDLNSPLHF. Result: 0 (the TCR does not bind to the epitope). (10) The epitope is TTLPVNVAF. The TCR CDR3 sequence is CASSLGFGTEAFF. Result: 0 (the TCR does not bind to the epitope).